This data is from Reaction yield outcomes from USPTO patents with 853,638 reactions. The task is: Predict the reaction yield, written as a fraction of the theoretical maximum amount of product (1.0 means a 100% yield; for example, 0.34 means a 34% yield). (1) The reactants are [Br:1][C:2]1[CH:7]=[CH:6][C:5]([N:8]2[C:19]3[C:11](=[CH:12][C:13]4[O:17][CH:16]=[N:15][C:14]=4[C:18]=3[F:20])[NH:10][C:9]2=[O:21])=[C:4]([Cl:22])[CH:3]=1.C(N(CC)CC)C.[CH:30]1([S:33](Cl)(=[O:35])=[O:34])[CH2:32][CH2:31]1. The catalyst is C(Cl)Cl.CN(C1C=CN=CC=1)C. The product is [Br:1][C:2]1[CH:7]=[CH:6][C:5]([N:8]2[C:19]3[C:11](=[CH:12][C:13]4[O:17][CH:16]=[N:15][C:14]=4[C:18]=3[F:20])[N:10]([S:33]([CH:30]3[CH2:32][CH2:31]3)(=[O:35])=[O:34])[C:9]2=[O:21])=[C:4]([Cl:22])[CH:3]=1. The yield is 0.865. (2) The reactants are [CH2:1]([O:3][C:4](=[O:21])[C:5]1[CH:10]=[CH:9][C:8]([NH:11][C:12]2[CH:17]=[CH:16][CH:15]=[C:14]([CH2:18][OH:19])[CH:13]=2)=[C:7]([NH2:20])[CH:6]=1)[CH3:2].[CH2:22](OC(OCC)OCC)C.C1(C)C=CC(S(O)(=O)=O)=CC=1. The catalyst is C1COCC1. The product is [CH2:1]([O:3][C:4]([C:5]1[CH:10]=[CH:9][C:8]2[N:11]([C:12]3[CH:17]=[CH:16][CH:15]=[C:14]([CH2:18][OH:19])[CH:13]=3)[CH:22]=[N:20][C:7]=2[CH:6]=1)=[O:21])[CH3:2]. The yield is 0.770. (3) The reactants are Cl[C:2]1[N:7]=[C:6]([NH:8][C:9]2[CH:13]=[C:12]([CH:14]3[CH2:16][CH2:15]3)[NH:11][N:10]=2)[C:5]([N+:17]([O-:19])=[O:18])=[C:4]([CH3:20])[N:3]=1.CCN(C(C)C)C(C)C.[NH2:30][C@H:31]([C:34]1[CH:39]=[CH:38][C:37]([F:40])=[CH:36][CH:35]=1)[CH2:32][OH:33]. The catalyst is CCCCO. The product is [CH:14]1([C:12]2[NH:11][N:10]=[C:9]([NH:8][C:6]3[C:5]([N+:17]([O-:19])=[O:18])=[C:4]([CH3:20])[N:3]=[C:2]([NH:30][C@H:31]([C:34]4[CH:39]=[CH:38][C:37]([F:40])=[CH:36][CH:35]=4)[CH2:32][OH:33])[N:7]=3)[CH:13]=2)[CH2:16][CH2:15]1. The yield is 0.930.